This data is from Reaction yield outcomes from USPTO patents with 853,638 reactions. The task is: Predict the reaction yield, written as a fraction of the theoretical maximum amount of product (1.0 means a 100% yield; for example, 0.34 means a 34% yield). The reactants are [CH2:1]([C:4]1[C:13]([OH:14])=[C:12]([CH3:15])[C:11]([CH3:16])=[C:10]2[C:5]=1[CH2:6][CH2:7][C@@:8]([CH3:33])([CH2:17][CH2:18][CH2:19][C@H:20]([CH3:32])[CH2:21][CH2:22][CH2:23][C@H:24]([CH3:31])[CH2:25][CH2:26][CH2:27][CH:28]([CH3:30])[CH3:29])[O:9]2)[CH:2]=[CH2:3].C(#N)C.[O:37]=[N+]([O-])[O-].[O-][N+](=O)[O-].[O-][N+](=O)[O-].[O-][N+](=O)[O-].[O-][N+](=O)[O-].[O-][N+](=O)[O-].[Ce+4].[NH4+].[NH4+].CCOC(C)=O. The catalyst is O.CC(OC)(C)C.C(Cl)Cl. The product is [CH2:1]([C:4]1[C:13](=[O:14])[C:12]([CH3:15])=[C:11]([CH3:16])[C:10](=[O:9])[C:5]=1[CH2:6][CH2:7][C@@:8]([OH:37])([CH3:33])[CH2:17][CH2:18][CH2:19][C@H:20]([CH3:32])[CH2:21][CH2:22][CH2:23][C@H:24]([CH3:31])[CH2:25][CH2:26][CH2:27][CH:28]([CH3:30])[CH3:29])[CH:2]=[CH2:3]. The yield is 0.800.